This data is from Retrosynthesis with 50K atom-mapped reactions and 10 reaction types from USPTO. The task is: Predict the reactants needed to synthesize the given product. (1) The reactants are: Cn1nc(C(F)(F)F)cc1-c1ccc(S(=O)(=O)Cl)s1.Nc1ccc(NC(=O)Nc2ccccc2)c(Cl)c1. Given the product Cn1nc(C(F)(F)F)cc1-c1ccc(S(=O)(=O)Nc2ccc(NC(=O)Nc3ccccc3)c(Cl)c2)s1, predict the reactants needed to synthesize it. (2) The reactants are: NCc1ccc(CO)cc1.O=C(O)c1ccc(N2CCCC2)cc1. Given the product O=C(NCc1ccc(CO)cc1)c1ccc(N2CCCC2)cc1, predict the reactants needed to synthesize it. (3) Given the product CN(C)C(=O)[C@@H](C1CC=C(c2ccc3ncnn3c2)CC1)[C@H](NC(=O)OC(C)(C)C)C(=O)N1CCC(F)(F)C1, predict the reactants needed to synthesize it. The reactants are: Brc1ccc2ncnn2c1.CN(C)C(=O)[C@@H](C1CC=C(B2OC(C)(C)C(C)(C)O2)CC1)[C@H](NC(=O)OC(C)(C)C)C(=O)N1CCC(F)(F)C1. (4) Given the product COc1ccccc1-c1csc(N2C(=O)c3ccccc3C2=O)c1C(=O)O, predict the reactants needed to synthesize it. The reactants are: CCOC(=O)c1c(-c2ccccc2OC)csc1N1C(=O)c2ccccc2C1=O. (5) Given the product COC(=O)C(=Cc1ccc(C#N)cc1OC[C@@H](CCC(=O)OCc1ccccc1)NC(=O)OC(C)(C)C)NC(C)=O, predict the reactants needed to synthesize it. The reactants are: C=C(NC(C)=O)C(=O)OC.CC(C)(C)OC(=O)N[C@H](CCC(=O)OCc1ccccc1)COc1cc(C#N)ccc1I.